Predict the product of the given reaction. From a dataset of Forward reaction prediction with 1.9M reactions from USPTO patents (1976-2016). Given the reactants [CH:1]12[CH2:7][CH:4]([NH:5][CH2:6]1)[CH2:3][N:2]2[C:8]1[N:13]2[CH:14]=[CH:15][N:16]=[C:12]2[CH:11]=[C:10]([C:17]2[CH:22]=[CH:21][N:20]=[C:19]([NH:23][CH:24]([C:26]3[CH:31]=[CH:30][CH:29]=[CH:28][CH:27]=3)[CH3:25])[CH:18]=2)[N:9]=1.[C:32]1(=O)[CH2:36][CH2:35][CH2:34][CH2:33]1.CO, predict the reaction product. The product is: [CH:32]1([N:5]2[CH2:6][C@@H:1]3[CH2:7][C@H:4]2[CH2:3][N:2]3[C:8]2[N:13]3[CH:14]=[CH:15][N:16]=[C:12]3[CH:11]=[C:10]([C:17]3[CH:22]=[CH:21][N:20]=[C:19]([NH:23][C@H:24]([C:26]4[CH:27]=[CH:28][CH:29]=[CH:30][CH:31]=4)[CH3:25])[CH:18]=3)[N:9]=2)[CH2:36][CH2:35][CH2:34][CH2:33]1.